This data is from Catalyst prediction with 721,799 reactions and 888 catalyst types from USPTO. The task is: Predict which catalyst facilitates the given reaction. (1) Reactant: Cl[C:2]1[C:11]([O:12][CH:13]([CH3:15])[CH3:14])=[C:10]([Cl:16])[C:9]2[C:4](=[CH:5][CH:6]=[C:7]([C:17]([C:29]3[N:33]([CH3:34])[CH:32]=[N:31][CH:30]=3)([C:19]3[CH:20]=[N:21][C:22]([C:25]([F:28])([F:27])[F:26])=[CH:23][CH:24]=3)[OH:18])[CH:8]=2)[N:3]=1.[C:35](O)(C(F)(F)F)=[O:36].C[O-].[Na+]. Product: [Cl:16][C:10]1[C:9]2[C:4](=[CH:5][CH:6]=[C:7]([C:17]([C:29]3[N:33]([CH3:34])[CH:32]=[N:31][CH:30]=3)([C:19]3[CH:20]=[N:21][C:22]([C:25]([F:27])([F:26])[F:28])=[CH:23][CH:24]=3)[OH:18])[CH:8]=2)[N:3]=[C:2]([O:36][CH3:35])[C:11]=1[O:12][CH:13]([CH3:14])[CH3:15]. The catalyst class is: 308. (2) Reactant: C(O)(C(F)(F)F)=O.C(OC(=O)[NH:14][C:15]1[C:24]2[C:19](=[CH:20][CH:21]=[CH:22][CH:23]=2)[C:18]([O:25][C:26]2[CH:31]=[CH:30][N:29]=[C:28]([NH:32][C:33]3[CH:38]=[C:37]([C:39](=[O:51])[NH:40][CH2:41][CH2:42][O:43][CH2:44][CH2:45][O:46][CH2:47][CH2:48][O:49][CH3:50])[CH:36]=[C:35]([C:52]#[CH:53])[CH:34]=3)[CH:27]=2)=[CH:17][CH:16]=1)(C)(C)C. Product: [NH2:14][C:15]1[C:24]2[C:19](=[CH:20][CH:21]=[CH:22][CH:23]=2)[C:18]([O:25][C:26]2[CH:31]=[CH:30][N:29]=[C:28]([NH:32][C:33]3[CH:38]=[C:37]([CH:36]=[C:35]([C:52]#[CH:53])[CH:34]=3)[C:39]([NH:40][CH2:41][CH2:42][O:43][CH2:44][CH2:45][O:46][CH2:47][CH2:48][O:49][CH3:50])=[O:51])[CH:27]=2)=[CH:17][CH:16]=1. The catalyst class is: 2. (3) Product: [F:42][C:4]1[CH:3]=[C:2]([NH:1][C:55]([C:54]2[C:59](=[O:60])[N:50]([C:47]3[CH:48]=[CH:49][C:44]([F:43])=[CH:45][CH:46]=3)[N:51]=[CH:52][CH:53]=2)=[O:56])[CH:41]=[CH:40][C:5]=1[O:6][C:7]1[CH:12]=[CH:11][N:10]=[C:9]2[N:13]([CH2:31][C:32]3[CH:33]=[CH:34][C:35]([O:38][CH3:39])=[CH:36][CH:37]=3)[N:14]=[C:15]([O:16][C@H:17]3[CH2:22][CH2:21][N:20]([C:23]([O:25][C:26]([CH3:28])([CH3:29])[CH3:27])=[O:24])[CH2:19][C@H:18]3[OH:30])[C:8]=12. Reactant: [NH2:1][C:2]1[CH:41]=[CH:40][C:5]([O:6][C:7]2[CH:12]=[CH:11][N:10]=[C:9]3[N:13]([CH2:31][C:32]4[CH:37]=[CH:36][C:35]([O:38][CH3:39])=[CH:34][CH:33]=4)[N:14]=[C:15]([O:16][C@H:17]4[CH2:22][CH2:21][N:20]([C:23]([O:25][C:26]([CH3:29])([CH3:28])[CH3:27])=[O:24])[CH2:19][C@H:18]4[OH:30])[C:8]=23)=[C:4]([F:42])[CH:3]=1.[F:43][C:44]1[CH:49]=[CH:48][C:47]([NH:50]/[N:51]=[CH:52]/[CH:53]=[C:54]2[C:59](=[O:60])OC(C)(C)[O:56][C:55]2=O)=[CH:46][CH:45]=1.Cl.C(N=C=NCCCN(C)C)C.O.N1(O)C2C=CC=CC=2N=N1.C(N(C(C)C)C(C)C)C. The catalyst class is: 2. (4) Reactant: [Cl:1][C:2]1[CH:7]=[C:6]([N+:8]([O-:10])=[O:9])[CH:5]=[CH:4][C:3]=1[O:11][C:12]1[CH:17]=[CH:16][CH:15]=[C:14](SC)[CH:13]=1.Cl[C:21]1C=CC=C(C(OO)=O)C=1.[S:31]([O-:35])([O-])(=[O:33])=S.[Na+].[Na+]. Product: [Cl:1][C:2]1[CH:7]=[C:6]([N+:8]([O-:10])=[O:9])[CH:5]=[CH:4][C:3]=1[O:11][C:12]1[CH:17]=[CH:16][CH:15]=[C:14]([S:31]([CH3:21])(=[O:35])=[O:33])[CH:13]=1. The catalyst class is: 13. (5) Reactant: Cl[O:2][N:3]=[CH:4][C:5]1[CH:10]=[C:9]([CH3:11])[CH:8]=[C:7]([CH3:12])[CH:6]=1.C([O-])([O-])=O.[K+].[K+].[O:19]1[CH2:24][CH2:23][C:22](=[N:25][NH:26][C:27](=[O:37])[C:28]2[CH:33]=[CH:32][CH:31]=[C:30]([O:34][CH3:35])[C:29]=2[CH3:36])[CH2:21][CH2:20]1.O. Product: [CH3:12][C:7]1[CH:6]=[C:5]([C:4]2[N:25]([NH:26][C:27](=[O:37])[C:28]3[CH:33]=[CH:32][CH:31]=[C:30]([O:34][CH3:35])[C:29]=3[CH3:36])[C:22]3([CH2:21][CH2:20][O:19][CH2:24][CH2:23]3)[O:2][N:3]=2)[CH:10]=[C:9]([CH3:11])[CH:8]=1. The catalyst class is: 373. (6) Reactant: [C:1]([C:5]1[CH:6]=[C:7]([NH:17][C:18]([NH:20][C@@H:21]2[C:30]3[C:25](=[CH:26][CH:27]=[CH:28][CH:29]=3)[C@H:24]([O:31][C:32]3[CH:33]=[CH:34][C:35]4[N:36]([C:38]([N:41]5[CH2:45][CH2:44][CH2:43][C@H:42]5[CH2:46][O:47][Si](C(C)C)(C(C)C)C(C)C)=[N:39][N:40]=4)[CH:37]=3)[CH2:23][CH2:22]2)=[O:19])[N:8]([C:10]2[CH:15]=[CH:14][C:13]([CH3:16])=[CH:12][CH:11]=2)[N:9]=1)([CH3:4])([CH3:3])[CH3:2].CCCC[N+](CCCC)(CCCC)CCCC.[F-]. Product: [C:1]([C:5]1[CH:6]=[C:7]([NH:17][C:18]([NH:20][C@@H:21]2[C:30]3[C:25](=[CH:26][CH:27]=[CH:28][CH:29]=3)[C@H:24]([O:31][C:32]3[CH:33]=[CH:34][C:35]4[N:36]([C:38]([N:41]5[CH2:45][CH2:44][CH2:43][C@H:42]5[CH2:46][OH:47])=[N:39][N:40]=4)[CH:37]=3)[CH2:23][CH2:22]2)=[O:19])[N:8]([C:10]2[CH:15]=[CH:14][C:13]([CH3:16])=[CH:12][CH:11]=2)[N:9]=1)([CH3:4])([CH3:2])[CH3:3]. The catalyst class is: 1.